This data is from Reaction yield outcomes from USPTO patents with 853,638 reactions. The task is: Predict the reaction yield, written as a fraction of the theoretical maximum amount of product (1.0 means a 100% yield; for example, 0.34 means a 34% yield). (1) The reactants are [C:1]1([C:7]2[CH:15]=[C:14]3[C:10]([CH2:11][C:12](=[O:16])[NH:13]3)=[CH:9][CH:8]=2)[CH:6]=[CH:5][CH:4]=[CH:3][CH:2]=1.[N:17]1([CH2:22][CH2:23][O:24][C:25]2[CH:26]=[C:27]3[C:31](=[CH:32][CH:33]=2)[NH:30][C:29]([CH:34]=O)=[CH:28]3)[CH2:21][CH2:20][CH2:19][CH2:18]1.N1CCCCC1. The catalyst is C(O)C. The product is [C:1]1([C:7]2[CH:15]=[C:14]3[C:10]([C:11](=[CH:34][C:29]4[NH:30][C:31]5[C:27]([CH:28]=4)=[CH:26][C:25]([O:24][CH2:23][CH2:22][N:17]4[CH2:21][CH2:20][CH2:19][CH2:18]4)=[CH:33][CH:32]=5)[C:12](=[O:16])[NH:13]3)=[CH:9][CH:8]=2)[CH:2]=[CH:3][CH:4]=[CH:5][CH:6]=1. The yield is 0.720. (2) The reactants are [CH2:1]([C:3]1[C:4]([C:8]([O:10][CH3:11])=[O:9])=[CH:5][NH:6][CH:7]=1)[CH3:2].[Br:12]N1C(=O)CCC1=O. No catalyst specified. The product is [Br:12][C:7]1[NH:6][CH:5]=[C:4]([C:8]([O:10][CH3:11])=[O:9])[C:3]=1[CH2:1][CH3:2]. The yield is 0.840. (3) The reactants are [H-].[Na+].[CH:3]1([N:6]2[CH:10]=[N:9][N:8]=[C:7]2[C:11]2[CH:12]=[C:13]([NH:17][C:18]([C:20]3[CH:25]=[C:24]([C:26]4[CH:27]=[N:28][C:29](F)=[CH:30][CH:31]=4)[CH:23]=[CH:22][N:21]=3)=[O:19])[CH:14]=[CH:15][CH:16]=2)[CH2:5][CH2:4]1.[CH:33]1([OH:37])[CH2:36][CH2:35][CH2:34]1. No catalyst specified. The product is [CH:33]1([O:37][C:29]2[N:28]=[CH:27][C:26]([C:24]3[CH:23]=[CH:22][N:21]=[C:20]([C:18]([NH:17][C:13]4[CH:14]=[CH:15][CH:16]=[C:11]([C:7]5[N:6]([CH:3]6[CH2:5][CH2:4]6)[CH:10]=[N:9][N:8]=5)[CH:12]=4)=[O:19])[CH:25]=3)=[CH:31][CH:30]=2)[CH2:36][CH2:35][CH2:34]1. The yield is 0.550. (4) The catalyst is CCO. The product is [CH2:1]([N:5]1[C:19](=[O:20])[CH2:18][S:7][C:6]1=[N:8][C:9]1[CH:10]=[C:11]([CH:12]=[CH:13][CH:14]=1)[C:15]#[N:16])[CH2:2][CH2:3][CH3:4]. The yield is 0.670. The reactants are [CH2:1]([NH:5][C:6]([NH:8][C:9]1[CH:14]=[CH:13][CH:12]=[C:11]([C:15]#[N:16])[CH:10]=1)=[S:7])[CH2:2][CH2:3][CH3:4].Cl[CH2:18][C:19](OCC)=[O:20].N1C=CC=CC=1.